This data is from Forward reaction prediction with 1.9M reactions from USPTO patents (1976-2016). The task is: Predict the product of the given reaction. (1) Given the reactants C[O:2][C:3]1[N:8]=[CH:7][C:6]([N:9]2[CH2:13][C@@:12]3([CH2:18][CH2:17][CH2:16][C@@:15]([CH2:20][N:21]4[C:25]5[CH:26]=[C:27]([C:30]#[N:31])[CH:28]=[CH:29][C:24]=5[N:23]=[CH:22]4)([CH3:19])[CH2:14]3)[O:11][C:10]2=[O:32])=[C:5]([CH3:33])[CH:4]=1.[I-].[Na+].C[Si](Cl)(C)C, predict the reaction product. The product is: [CH3:19][C@:15]1([CH2:20][N:21]2[C:25]3[CH:26]=[C:27]([C:30]#[N:31])[CH:28]=[CH:29][C:24]=3[N:23]=[CH:22]2)[CH2:16][CH2:17][CH2:18][C@:12]2([O:11][C:10](=[O:32])[N:9]([C:6]3[C:5]([CH3:33])=[CH:4][C:3](=[O:2])[NH:8][CH:7]=3)[CH2:13]2)[CH2:14]1. (2) Given the reactants [CH3:1][NH:2][C:3]1[CH:8]=[CH:7][C:6]([O:9][CH3:10])=[CH:5][C:4]=1[CH3:11].C(=O)([O-])[O-].[K+].[K+].Br[CH2:19][C:20](Cl)=[O:21].[CH3:23][NH:24][CH3:25], predict the reaction product. The product is: [CH3:1][N:2]([C:3]1[CH:8]=[CH:7][C:6]([O:9][CH3:10])=[CH:5][C:4]=1[CH3:11])[C:20](=[O:21])[CH2:19][N:24]([CH3:25])[CH3:23]. (3) The product is: [NH:1]([C:22]([O:21][C:18]([CH3:20])([CH3:19])[CH3:17])=[O:23])[C@@H:2]([C:5]([O:7][CH3:8])=[O:6])[CH2:3][OH:4]. Given the reactants [NH2:1][C@@H:2]([C:5]([O:7][CH3:8])=[O:6])[CH2:3][OH:4].Cl.CCN(CC)CC.[CH3:17][C:18]([O:21][C:22](O[C:22]([O:21][C:18]([CH3:20])([CH3:19])[CH3:17])=[O:23])=[O:23])([CH3:20])[CH3:19], predict the reaction product. (4) Given the reactants [F:1][C:2]1[CH:7]=[CH:6][C:5]([C:8]2[C:16]3[C:11](=[CH:12][CH:13]=[C:14](/[CH:17]=[CH:18]/[C:19]([O:21]CC)=[O:20])[CH:15]=3)[NH:10][N:9]=2)=[CH:4][CH:3]=1.[OH-].[Li+].Cl, predict the reaction product. The product is: [F:1][C:2]1[CH:3]=[CH:4][C:5]([C:8]2[C:16]3[C:11](=[CH:12][CH:13]=[C:14](/[CH:17]=[CH:18]/[C:19]([OH:21])=[O:20])[CH:15]=3)[NH:10][N:9]=2)=[CH:6][CH:7]=1.